Dataset: Forward reaction prediction with 1.9M reactions from USPTO patents (1976-2016). Task: Predict the product of the given reaction. (1) Given the reactants [ClH:1].C(O)(C)C.[CH3:6][C@H:7]1[C@@H:12]([N:13]([C:15]2[N:23]=[CH:22][N:21]=[C:20]3[C:16]=2[CH:17]=[CH:18][NH:19]3)[CH3:14])[CH2:11][N:10]([C:24]([CH2:26][C:27]#[N:28])=[O:25])[CH2:9][CH2:8]1, predict the reaction product. The product is: [CH3:6][C@H:7]1[C@@H:12]([N:13]([C:15]2[N:23]=[CH:22][N:21]=[C:20]3[C:16]=2[CH:17]=[CH:18][NH:19]3)[CH3:14])[CH2:11][N:10]([C:24]([CH2:26][C:27]#[N:28])=[O:25])[CH2:9][CH2:8]1.[ClH:1]. (2) Given the reactants [Br:1][C:2]1[CH:7]=[C:6]([F:8])[C:5]([O:9][CH3:10])=[CH:4][C:3]=1[OH:11].Br[CH2:13][CH:14]1[CH2:16][CH2:15]1, predict the reaction product. The product is: [Br:1][C:2]1[CH:7]=[C:6]([F:8])[C:5]([O:9][CH3:10])=[CH:4][C:3]=1[O:11][CH2:13][CH:14]1[CH2:16][CH2:15]1.